Task: Predict the reactants needed to synthesize the given product.. Dataset: Full USPTO retrosynthesis dataset with 1.9M reactions from patents (1976-2016) (1) Given the product [CH2:16]([O:25][C:26]1[CH:27]=[C:28]([CH:31]=[C:32]([O:34][CH2:35][CH2:36][CH2:37][CH2:38][CH2:39][CH2:40][CH2:41][CH2:42][CH3:43])[CH:33]=1)[CH2:29][Cl:8])[CH2:17][CH2:18][CH2:19][CH2:20][CH2:21][CH2:22][CH2:23][CH3:24], predict the reactants needed to synthesize it. The reactants are: CN(C=O)C.S(Cl)([Cl:8])=O.N1C=CC=CC=1.[CH2:16]([O:25][C:26]1[CH:27]=[C:28]([CH:31]=[C:32]([O:34][CH2:35][CH2:36][CH2:37][CH2:38][CH2:39][CH2:40][CH2:41][CH2:42][CH3:43])[CH:33]=1)[CH2:29]O)[CH2:17][CH2:18][CH2:19][CH2:20][CH2:21][CH2:22][CH2:23][CH3:24]. (2) Given the product [C:8]1([CH3:19])[CH:13]=[CH:12][CH:11]=[CH:10][C:9]=1[CH2:14][CH2:15][C:16]([O:7][C:1]1[CH:6]=[CH:5][CH:4]=[CH:3][CH:2]=1)=[O:17], predict the reactants needed to synthesize it. The reactants are: [C:1]1([OH:7])[CH:6]=[CH:5][CH:4]=[CH:3][CH:2]=1.[C:8]1([CH3:19])[CH:13]=[CH:12][CH:11]=[CH:10][C:9]=1[CH2:14][CH2:15][C:16](Cl)=[O:17].